Dataset: Catalyst prediction with 721,799 reactions and 888 catalyst types from USPTO. Task: Predict which catalyst facilitates the given reaction. The catalyst class is: 28. Product: [F:25][C:26]([F:46])([F:47])[C:27]1[CH:28]=[C:29]([C@H:37]([O:14][C@H:13]2[CH2:12][CH2:11][C@H:10]([C:15]([O:17][CH2:18][CH3:19])=[O:16])[C@@H:9]([C:20]([O:22][CH2:23][CH3:24])=[O:21])[C@@H:8]2[C:5]2[CH:4]=[CH:3][C:2]([F:1])=[CH:7][CH:6]=2)[CH3:38])[CH:30]=[C:31]([C:33]([F:34])([F:35])[F:36])[CH:32]=1. Reactant: [F:1][C:2]1[CH:7]=[CH:6][C:5]([C@@H:8]2[C@@H:13]([OH:14])[CH2:12][CH2:11][C@H:10]([C:15]([O:17][CH2:18][CH3:19])=[O:16])[C@H:9]2[C:20]([O:22][CH2:23][CH3:24])=[O:21])=[CH:4][CH:3]=1.[F:25][C:26]([F:47])([F:46])[C:27]1[CH:28]=[C:29]([C@@H:37](OC(=N)C(Cl)(Cl)Cl)[CH3:38])[CH:30]=[C:31]([C:33]([F:36])([F:35])[F:34])[CH:32]=1.[H+].[B-](F)(F)(F)F.